From a dataset of NCI-60 drug combinations with 297,098 pairs across 59 cell lines. Regression. Given two drug SMILES strings and cell line genomic features, predict the synergy score measuring deviation from expected non-interaction effect. Drug 1: CC(C1=C(C=CC(=C1Cl)F)Cl)OC2=C(N=CC(=C2)C3=CN(N=C3)C4CCNCC4)N. Drug 2: CC1CCCC2(C(O2)CC(NC(=O)CC(C(C(=O)C(C1O)C)(C)C)O)C(=CC3=CSC(=N3)C)C)C. Cell line: SNB-75. Synergy scores: CSS=-2.90, Synergy_ZIP=-0.0253, Synergy_Bliss=-3.27, Synergy_Loewe=-7.16, Synergy_HSA=-5.66.